Dataset: Full USPTO retrosynthesis dataset with 1.9M reactions from patents (1976-2016). Task: Predict the reactants needed to synthesize the given product. (1) Given the product [CH3:8][CH:7]([CH3:9])[CH2:6][CH:5]([C:10]1[CH:11]=[C:12]([C:27]2[CH:32]=[CH:31][C:30]([C:33]([F:36])([F:34])[F:35])=[CH:29][CH:28]=2)[CH:13]=[C:14]([CH:16]2[CH2:21][CH2:20][CH2:19][CH2:18][N:17]2[CH2:22][CH2:23][CH:24]([CH3:25])[CH3:26])[CH:15]=1)[C:4]([OH:37])=[O:3], predict the reactants needed to synthesize it. The reactants are: C([O:3][C:4](=[O:37])[CH:5]([C:10]1[CH:11]=[C:12]([C:27]2[CH:32]=[CH:31][C:30]([C:33]([F:36])([F:35])[F:34])=[CH:29][CH:28]=2)[CH:13]=[C:14]([CH:16]2[CH2:21][CH2:20][CH2:19][CH2:18][N:17]2[CH2:22][CH2:23][CH:24]([CH3:26])[CH3:25])[CH:15]=1)[CH2:6][CH:7]([CH3:9])[CH3:8])C.[OH-].[K+]. (2) Given the product [CH3:13][C:14]1[C:18]([C:5]2[C:6]3[S:10][C:9]([CH3:11])=[N:8][C:7]=3[C:2]([NH:23][C:24]3[N:25]=[C:26]([CH3:29])[S:27][CH:28]=3)=[N:3][CH:4]=2)=[C:17]([CH3:22])[O:16][N:15]=1, predict the reactants needed to synthesize it. The reactants are: Cl[C:2]1[C:7]2[N:8]=[C:9]([CH3:11])[S:10][C:6]=2[C:5](I)=[CH:4][N:3]=1.[CH3:13][C:14]1[C:18](B(O)O)=[C:17]([CH3:22])[O:16][N:15]=1.[NH2:23][C:24]1[N:25]=[C:26]([CH3:29])[S:27][CH:28]=1. (3) Given the product [CH2:1]([O:3][C:4]([C:5]1[CH:10]=[C:9]2[C:8](=[CH:7][CH:6]=1)[NH:11][CH:12]([C:13]1[CH:14]=[N:15][CH:16]=[C:17]([Br:19])[CH:18]=1)[C:48]([CH3:50])([CH3:49])[CH:47]2[OH:51])=[O:20])[CH3:2], predict the reactants needed to synthesize it. The reactants are: [CH2:1]([O:3][C:4](=[O:20])[C:5]1[CH:10]=[CH:9][C:8]([N:11]=[CH:12][C:13]2[CH:14]=[N:15][CH:16]=[C:17]([Br:19])[CH:18]=2)=[CH:7][CH:6]=1)[CH3:2].O.[O-]S(C(F)(F)F)(=O)=O.[Yb+3].[O-]S(C(F)(F)F)(=O)=O.[O-]S(C(F)(F)F)(=O)=O.[CH:47](=[O:51])[CH:48]([CH3:50])[CH3:49].O. (4) Given the product [CH3:24][C:21]1[CH:22]=[CH:23][C:18]([O:17][C:11]2[C:10]3[C:15](=[CH:16][C:7]([O:6][CH2:5][CH2:4][CH2:3][CH2:2][N:35]4[CH2:40][CH2:39][O:38][CH2:37][CH2:36]4)=[C:8]([O:33][CH3:34])[CH:9]=3)[N:14]=[CH:13][CH:12]=2)=[C:19]([C:25]([C:27]2[CH:32]=[CH:31][CH:30]=[CH:29][CH:28]=2)=[O:26])[CH:20]=1, predict the reactants needed to synthesize it. The reactants are: Cl[CH2:2][CH2:3][CH2:4][CH2:5][O:6][C:7]1[CH:16]=[C:15]2[C:10]([C:11]([O:17][C:18]3[CH:23]=[CH:22][C:21]([CH3:24])=[CH:20][C:19]=3[C:25]([C:27]3[CH:32]=[CH:31][CH:30]=[CH:29][CH:28]=3)=[O:26])=[CH:12][CH:13]=[N:14]2)=[CH:9][C:8]=1[O:33][CH3:34].[NH:35]1[CH2:40][CH2:39][O:38][CH2:37][CH2:36]1.C(=O)([O-])[O-].[K+].[K+].O. (5) Given the product [CH2:18]([N:19]([CH2:22][CH3:23])[CH2:20][CH2:21][O:15][C:12]1[CH:13]=[CH:14][C:9]([B:4]2[O:3][C:2]([CH3:16])([CH3:1])[C:6]([CH3:7])([CH3:8])[O:5]2)=[CH:10][CH:11]=1)[CH3:17], predict the reactants needed to synthesize it. The reactants are: [CH3:1][C:2]1([CH3:16])[C:6]([CH3:8])([CH3:7])[O:5][B:4]([C:9]2[CH:14]=[CH:13][C:12]([OH:15])=[CH:11][CH:10]=2)[O:3]1.[CH3:17][CH2:18][N:19]([CH2:22][CH2:23]Cl)[CH2:20][CH3:21].Cl.C(=O)([O-])[O-].[Cs+].[Cs+].O1CCCC1. (6) Given the product [Cl:1][C:2]1[CH:10]=[C:9]2[C:5]([CH:6]=[CH:7][N:8]2[C:12]2[CH:17]=[CH:16][CH:15]=[CH:14][CH:13]=2)=[CH:4][CH:3]=1, predict the reactants needed to synthesize it. The reactants are: [Cl:1][C:2]1[CH:10]=[C:9]2[C:5]([CH:6]=[CH:7][NH:8]2)=[CH:4][CH:3]=1.I[C:12]1[CH:17]=[CH:16][CH:15]=[CH:14][CH:13]=1. (7) Given the product [ClH:1].[OH:17][C:18]1[NH:19][C:20]2[C:25]([C:26]=1[C:2]1[CH:3]=[CH:4][C:5]([CH2:9][N:10]3[CH2:15][CH2:14][N:13]([CH3:16])[CH2:12][CH2:11]3)=[CH:6][N:7]=1)=[CH:24][CH:23]=[C:22]([C:27]#[N:28])[CH:21]=2, predict the reactants needed to synthesize it. The reactants are: [Cl:1][C:2]1[N+:7]([O-])=[CH:6][C:5]([CH2:9][N:10]2[CH2:15][CH2:14][N:13]([CH3:16])[CH2:12][CH2:11]2)=[CH:4][CH:3]=1.[O:17]=[C:18]1[CH2:26][C:25]2[C:20](=[CH:21][C:22]([C:27]#[N:28])=[CH:23][CH:24]=2)[NH:19]1.C[Si]([N-][Si](C)(C)C)(C)C.[Na+].P(Cl)(Cl)Cl. (8) Given the product [CH2:17]([O:16][C:14](=[O:15])[C:13]([C:11]#[N:12])=[C:8]([C:5]1[CH:6]=[CH:7][C:2]([Cl:1])=[CH:3][CH:4]=1)[CH3:9])[CH3:18], predict the reactants needed to synthesize it. The reactants are: [Cl:1][C:2]1[CH:7]=[CH:6][C:5]([C:8](=O)[CH3:9])=[CH:4][CH:3]=1.[C:11]([CH2:13][C:14]([O:16][CH2:17][CH3:18])=[O:15])#[N:12].C([O-])(=O)C.[NH4+]. (9) Given the product [CH:1]1([NH:4][C:5](=[O:31])[C:6]2[CH:11]=[C:10]([F:12])[C:9]([CH3:13])=[C:8]([C:14]3[CH:15]=[C:16]4[C:21](=[CH:22][CH:23]=3)[C:20](=[O:24])[N:19]([CH2:25][CH:26]3[CH2:27][CH2:28]3)[CH:18]=[C:17]4[CH2:29][N:36]3[CH2:37][CH2:38][N:33]([CH3:32])[CH2:34][CH2:35]3)[CH:7]=2)[CH2:2][CH2:3]1, predict the reactants needed to synthesize it. The reactants are: [CH:1]1([NH:4][C:5](=[O:31])[C:6]2[CH:11]=[C:10]([F:12])[C:9]([CH3:13])=[C:8]([C:14]3[CH:15]=[C:16]4[C:21](=[CH:22][CH:23]=3)[C:20](=[O:24])[N:19]([CH2:25][CH:26]3[CH2:28][CH2:27]3)[CH:18]=[C:17]4[CH:29]=O)[CH:7]=2)[CH2:3][CH2:2]1.[CH3:32][N:33]1[CH2:38][CH2:37][NH:36][CH2:35][CH2:34]1.